The task is: Binary Classification. Given a miRNA mature sequence and a target amino acid sequence, predict their likelihood of interaction.. This data is from Experimentally validated miRNA-target interactions with 360,000+ pairs, plus equal number of negative samples. (1) The miRNA is mmu-miR-3069-3p with sequence UUGGACACUAAGUACUGCCACA. The protein sequence of the target gene is MACGFRRSIACQLSRVLALPPESLIKSISAVPVSKKEEVADFQLSVDSLLEDNNHKSQVDTQDQARRLAEKLKCDTVVTAISAGPRTLNFKINRELLTKAVLQQVTEDGCKYGLKSELFSDLPKKRIVVEFSSPNIAKKFHVGHLRSTIIGNFIANLKEALGHQVTRINYIGDWGMQFGLLGTGFQLFGYEEKLQTNPLQHLFDVYVQVNKEATDDKNVTKLAHEFFHRLEMGDTQALSLWQRFRDLSIEEYTQIYKRLGIYFDEYSGESFYREKSQDVLKLLDSKGLLQKTAEGNVVVD.... Result: 0 (no interaction). (2) The miRNA is mmu-miR-3473d with sequence CCACUGAGCCACUUUCCAGCCCUU. The protein sequence of the target gene is MRAPHLHLSAASGARALAKLLPLLMAQLWAAEAALLPQNDTRLDPEAYGSPCARGSQPWQVSLFNGLSFHCAGVLVDQSWVLTAAHCGNKPLWARVGDDHLLLLQGEQLRRTTRSVVHPKYHQGSGPILPRRTDEHDLMLLKLARPVVLGPRVRALQLPYRCAQPGDQCQVAGWGTTAARRVKYNKGLTCSSITILSPKECEVFYPGVVTNNMICAGLDRGQDPCQSDSGGPLVCDETLQGILSWGVYPCGSAQHPAVYTQICKYMSWINKVIRSN. Result: 0 (no interaction). (3) The miRNA is hsa-miR-4314 with sequence CUCUGGGAAAUGGGACAG. The protein sequence of the target gene is MANGGGGGGGSSGGGGGGGGGSGLRMSSNIHANNLSLDASSSSSSSSSSSSSSSSSSSSSVHEPKMDALIIPVTMEVPCDSRGQRMWWAFLASSMVTFFGGLFIILLWRTLKYLWTVCCHCGGKTKEAQKINNGSSQADGTLKPVDEKEEVVAAEVGWMTSVKDWAGVMISAQTLTGRVLVVLVFALSIGALVIYFIDSSNPIESCQNFYKDFTLQIDMAFNVFFLLYFGLRFIAANDKLWFWLEVNSVVDFFTVPPVFVSVYLNRSWLGLRFLRALRLIQFSEILQFLNILKTSNSIKL.... Result: 0 (no interaction).